This data is from Full USPTO retrosynthesis dataset with 1.9M reactions from patents (1976-2016). The task is: Predict the reactants needed to synthesize the given product. (1) Given the product [CH2:1]([O:5][C:6]1[C:15]2[C:10](=[CH:11][CH:12]=[C:13](/[CH:16]=[CH:17]/[C:18]([OH:20])=[O:19])[CH:14]=2)[C:9](=[O:23])[N:8]([CH2:24][C:25]([CH3:28])([CH3:27])[CH3:26])[C:7]=1[CH2:29][NH:30][C:31]([O:33][C:34]([CH3:35])([CH3:37])[CH3:36])=[O:32])[CH2:2][CH2:3][CH3:4], predict the reactants needed to synthesize it. The reactants are: [CH2:1]([O:5][C:6]1[C:15]2[C:10](=[CH:11][CH:12]=[C:13](/[CH:16]=[CH:17]/[C:18]([O:20]CC)=[O:19])[CH:14]=2)[C:9](=[O:23])[N:8]([CH2:24][C:25]([CH3:28])([CH3:27])[CH3:26])[C:7]=1[CH2:29][NH:30][C:31]([O:33][C:34]([CH3:37])([CH3:36])[CH3:35])=[O:32])[CH2:2][CH2:3][CH3:4].[OH-].[Na+].O.Cl. (2) Given the product [NH2:22][C:23]1[CH:24]=[C:25]([CH:29]=[CH:30][N:31]=1)[C:26]([NH:1][C:2]1[CH:7]=[C:6]([C:8]2[CH:13]=[CH:12][C:11]([C:14]([NH:16][CH2:17][CH:18]3[CH2:20][CH2:19]3)=[O:15])=[CH:10][CH:9]=2)[C:5]([CH3:21])=[CH:4][CH:3]=1)=[O:27], predict the reactants needed to synthesize it. The reactants are: [NH2:1][C:2]1[CH:3]=[CH:4][C:5]([CH3:21])=[C:6]([C:8]2[CH:13]=[CH:12][C:11]([C:14]([NH:16][CH2:17][CH:18]3[CH2:20][CH2:19]3)=[O:15])=[CH:10][CH:9]=2)[CH:7]=1.[NH2:22][C:23]1[CH:24]=[C:25]([CH:29]=[CH:30][N:31]=1)[C:26](O)=[O:27]. (3) Given the product [S:35]([C:32]1[CH:33]=[CH:34][C:29]([CH3:39])=[CH:30][CH:31]=1)([OH:38])(=[O:37])=[O:36].[N:1]12[CH2:6][CH2:5][CH:4]([CH2:7][CH2:8]1)[C@@H:3]([NH:9][C:10]([C:12]1[O:13][C:14]3[C:20]([C:21]4[CH:26]=[CH:25][CH:24]=[CH:23][C:22]=4[O:27][CH3:28])=[CH:19][CH:18]=[CH:17][C:15]=3[CH:16]=1)=[O:11])[CH2:2]2, predict the reactants needed to synthesize it. The reactants are: [N:1]12[CH2:8][CH2:7][CH:4]([CH2:5][CH2:6]1)[C@@H:3]([NH:9][C:10]([C:12]1[O:13][C:14]3[C:20]([C:21]4[CH:26]=[CH:25][CH:24]=[CH:23][C:22]=4[O:27][CH3:28])=[CH:19][CH:18]=[CH:17][C:15]=3[CH:16]=1)=[O:11])[CH2:2]2.[C:29]1([CH3:39])[CH:34]=[CH:33][C:32]([S:35]([OH:38])(=[O:37])=[O:36])=[CH:31][CH:30]=1. (4) Given the product [Cl:18][C:16]1[CH:15]=[CH:14][C:10]([C:11]([OH:13])=[O:12])=[C:9]([NH:8][C:28]([NH:27][C:21]2[C:22]([Cl:26])=[CH:23][CH:24]=[CH:25][C:20]=2[Cl:19])=[O:29])[CH:17]=1, predict the reactants needed to synthesize it. The reactants are: C(N(CC)CC)C.[NH2:8][C:9]1[CH:17]=[C:16]([Cl:18])[CH:15]=[CH:14][C:10]=1[C:11]([OH:13])=[O:12].[Cl:19][C:20]1[CH:25]=[CH:24][CH:23]=[C:22]([Cl:26])[C:21]=1[N:27]=[C:28]=[O:29].Cl. (5) The reactants are: [Br:1][C:2]1[C:3]([C:15](=[S:17])[NH2:16])=[CH:4][C:5]([NH:8][C:9]([NH:11][CH2:12][CH2:13][CH3:14])=[O:10])=[N:6][CH:7]=1.Br[CH2:19][C:20](=[O:25])[C:21]([F:24])([F:23])[F:22]. Given the product [Br:1][C:2]1[C:3]([C:15]2[S:17][CH2:19][C:20]([OH:25])([C:21]([F:24])([F:23])[F:22])[N:16]=2)=[CH:4][C:5]([NH:8][C:9]([NH:11][CH2:12][CH2:13][CH3:14])=[O:10])=[N:6][CH:7]=1, predict the reactants needed to synthesize it. (6) Given the product [CH3:1][C:2]1[CH:3]=[N:4][CH:5]=[C:6]([CH3:17])[C:7]=1[C:8]1[C:13]([CH3:14])=[CH:12][C:11]([O:15][S:20]([C:19]([F:32])([F:31])[F:18])(=[O:22])=[O:21])=[CH:10][C:9]=1[CH3:16], predict the reactants needed to synthesize it. The reactants are: [CH3:1][C:2]1[CH:3]=[N:4][CH:5]=[C:6]([CH3:17])[C:7]=1[C:8]1[C:13]([CH3:14])=[CH:12][C:11]([OH:15])=[CH:10][C:9]=1[CH3:16].[F:18][C:19]([F:32])([F:31])[S:20](O[S:20]([C:19]([F:32])([F:31])[F:18])(=[O:22])=[O:21])(=[O:22])=[O:21].